From a dataset of TCR-epitope binding with 47,182 pairs between 192 epitopes and 23,139 TCRs. Binary Classification. Given a T-cell receptor sequence (or CDR3 region) and an epitope sequence, predict whether binding occurs between them. The epitope is VLAWLYAAV. The TCR CDR3 sequence is CSVEKGNAGTTYEQYF. Result: 0 (the TCR does not bind to the epitope).